This data is from Reaction yield outcomes from USPTO patents with 853,638 reactions. The task is: Predict the reaction yield, written as a fraction of the theoretical maximum amount of product (1.0 means a 100% yield; for example, 0.34 means a 34% yield). The reactants are CO[C:3](=[O:25])[C:4]1[CH:9]=[CH:8][C:7]([O:10][CH2:11][C:12]2[C:13]([C:18]3[CH:23]=[CH:22][C:21]([Cl:24])=[CH:20][CH:19]=3)=[N:14][O:15][C:16]=2[CH3:17])=[N:6][CH:5]=1.[NH2:26][CH:27]1[CH2:32][CH2:31][O:30][CH2:29][CH2:28]1. No catalyst specified. The product is [Cl:24][C:21]1[CH:22]=[CH:23][C:18]([C:13]2[C:12]([CH2:11][O:10][C:7]3[CH:8]=[CH:9][C:4]([C:3]([NH:26][CH:27]4[CH2:32][CH2:31][O:30][CH2:29][CH2:28]4)=[O:25])=[CH:5][N:6]=3)=[C:16]([CH3:17])[O:15][N:14]=2)=[CH:19][CH:20]=1. The yield is 0.770.